Dataset: Forward reaction prediction with 1.9M reactions from USPTO patents (1976-2016). Task: Predict the product of the given reaction. Given the reactants [C:1]([C:5]1[CH:10]=[C:9]([C:11]2[S:15][C:14]([NH2:16])=[N:13][C:12]=2[CH3:17])[CH:8]=[CH:7][N:6]=1)([CH3:4])([CH3:3])[CH3:2].[C:18](N1C=CN=C1)([N:20]1[CH:24]=[CH:23][N:22]=[CH:21]1)=[O:19], predict the reaction product. The product is: [C:1]([C:5]1[CH:10]=[C:9]([C:11]2[S:15][C:14]([NH:16][C:18]([N:20]3[CH:24]=[CH:23][N:22]=[CH:21]3)=[O:19])=[N:13][C:12]=2[CH3:17])[CH:8]=[CH:7][N:6]=1)([CH3:4])([CH3:3])[CH3:2].